This data is from Catalyst prediction with 721,799 reactions and 888 catalyst types from USPTO. The task is: Predict which catalyst facilitates the given reaction. Product: [CH3:1][C:2]1[C:6]2[C:7]3[CH:15]=[CH:14][CH:13]=[CH:12][C:8]=3[N:9]([C:23]([C:24]3[CH:29]=[CH:28][CH:27]=[CH:26][CH:25]=3)=[O:30])[CH2:10][CH2:11][C:5]=2[O:4][N:3]=1. The catalyst class is: 1. Reactant: [CH3:1][C:2]1[C:6]2[C:7]3[CH:15]=[CH:14][CH:13]=[CH:12][C:8]=3[NH:9][CH2:10][CH2:11][C:5]=2[O:4][N:3]=1.C(N(CC)CC)C.[C:23](Cl)(=[O:30])[C:24]1[CH:29]=[CH:28][CH:27]=[CH:26][CH:25]=1.